This data is from Reaction yield outcomes from USPTO patents with 853,638 reactions. The task is: Predict the reaction yield, written as a fraction of the theoretical maximum amount of product (1.0 means a 100% yield; for example, 0.34 means a 34% yield). The reactants are [CH:1]1([NH:4][C:5]([NH:7][CH2:8][C:9]2[CH:35]=[C:34]([F:36])[CH:33]=[CH:32][C:10]=2[CH2:11][O:12][C:13]2[CH:18]=[C:17]([CH3:19])[N:16]([C:20]3[CH:21]=[C:22]([CH:27]=[CH:28][C:29]=3[CH3:30])[C:23]([O:25][CH3:26])=[O:24])[C:15](=[O:31])[CH:14]=2)=[O:6])[CH2:3][CH2:2]1.C1C(=O)N([Cl:44])C(=O)C1. The yield is 0.670. The catalyst is C(O)(=O)C.ClC(Cl)C(O)=O. The product is [Cl:44][C:14]1[C:15](=[O:31])[N:16]([C:20]2[CH:21]=[C:22]([CH:27]=[CH:28][C:29]=2[CH3:30])[C:23]([O:25][CH3:26])=[O:24])[C:17]([CH3:19])=[CH:18][C:13]=1[O:12][CH2:11][C:10]1[CH:32]=[CH:33][C:34]([F:36])=[CH:35][C:9]=1[CH2:8][NH:7][C:5]([NH:4][CH:1]1[CH2:3][CH2:2]1)=[O:6].